This data is from Reaction yield outcomes from USPTO patents with 853,638 reactions. The task is: Predict the reaction yield, written as a fraction of the theoretical maximum amount of product (1.0 means a 100% yield; for example, 0.34 means a 34% yield). The reactants are Cl[C:2]1[C:7]([C:8]([O:10][CH2:11][CH3:12])=[O:9])=[CH:6][N:5]=[C:4]([C:13]2[N:17]3[CH:18]=[C:19]([F:22])[CH:20]=[CH:21][C:16]3=[N:15][CH:14]=2)[N:3]=1.Cl.[F:24][C:25]1[CH:26]=[CH:27][C:28]([C@@H:31]([NH2:33])[CH3:32])=[N:29][CH:30]=1.C(N(C(C)C)CC)(C)C. The catalyst is C1COCC1. The product is [F:22][C:19]1[CH:20]=[CH:21][C:16]2[N:17]([C:13]([C:4]3[N:3]=[C:2]([NH:33][C@H:31]([C:28]4[CH:27]=[CH:26][C:25]([F:24])=[CH:30][N:29]=4)[CH3:32])[C:7]([C:8]([O:10][CH2:11][CH3:12])=[O:9])=[CH:6][N:5]=3)=[CH:14][N:15]=2)[CH:18]=1. The yield is 0.630.